From a dataset of Forward reaction prediction with 1.9M reactions from USPTO patents (1976-2016). Predict the product of the given reaction. (1) Given the reactants [CH2:1]([O:8][N:9]1[C:15](=[O:16])[N:14]2[CH2:17][C@H:10]1[CH2:11][CH2:12][C@H:13]2[C:18]([OH:20])=O)[C:2]1[CH:7]=[CH:6][CH:5]=[CH:4][CH:3]=1.Cl.C(N=C=NCCCN(C)C)C.ON1C2C=CC=CC=2N=N1.[NH2:43][O:44][CH2:45][CH2:46][NH:47][C:48](=[O:54])[O:49][C:50]([CH3:53])([CH3:52])[CH3:51], predict the reaction product. The product is: [C:50]([O:49][C:48](=[O:54])[NH:47][CH2:46][CH2:45][O:44][NH:43][C:18]([C@@H:13]1[CH2:12][CH2:11][C@@H:10]2[CH2:17][N:14]1[C:15](=[O:16])[N:9]2[O:8][CH2:1][C:2]1[CH:3]=[CH:4][CH:5]=[CH:6][CH:7]=1)=[O:20])([CH3:53])([CH3:51])[CH3:52]. (2) Given the reactants C([O:3][C:4](=[O:38])[CH2:5][NH:6][C:7]([C:9]1[C:14]([O:15]CC2C=CC=CC=2)=[C:13]([CH3:23])[N:12]=[C:11]([CH2:24][CH:25]2[CH2:30][CH2:29][N:28]([C:31]3[CH:36]=[CH:35][C:34](Br)=[CH:33][N:32]=3)[CH2:27][CH2:26]2)[N:10]=1)=[O:8])C.Br[C:40]1[CH:54]=[CH:53][C:43]([CH2:44][O:45][Si](C(C)(C)C)(C)C)=[C:42]([F:55])[CH:41]=1, predict the reaction product. The product is: [F:55][C:42]1[CH:41]=[C:40]([C:34]2[CH:35]=[CH:36][C:31]([N:28]3[CH2:27][CH2:26][CH:25]([CH2:24][C:11]4[N:10]=[C:9]([C:7]([NH:6][CH2:5][C:4]([OH:3])=[O:38])=[O:8])[C:14]([OH:15])=[C:13]([CH3:23])[N:12]=4)[CH2:30][CH2:29]3)=[N:32][CH:33]=2)[CH:54]=[CH:53][C:43]=1[CH2:44][OH:45]. (3) Given the reactants [C:1]1([P:7]2(=O)[CH2:11][CH2:10][CH2:9][C:8]2=[CH2:12])[CH:6]=[CH:5][CH:4]=[CH:3][CH:2]=1.C1([SiH3])C=CC=CC=1, predict the reaction product. The product is: [C:1]1([P:7]2[CH2:11][CH2:10][CH2:9][C:8]2=[CH2:12])[CH:6]=[CH:5][CH:4]=[CH:3][CH:2]=1. (4) The product is: [CH3:1][O:2][C:3]1[CH:11]=[CH:10][CH:9]=[CH:8][C:4]=1[C:5]([NH:12][C:13]1[CH:14]=[CH:15][C:16]([N+:23]([O-:25])=[O:24])=[C:17]([C:19]([F:20])([F:21])[F:22])[CH:18]=1)=[O:6]. Given the reactants [CH3:1][O:2][C:3]1[CH:11]=[CH:10][CH:9]=[CH:8][C:4]=1[C:5](Cl)=[O:6].[NH2:12][C:13]1[CH:14]=[CH:15][C:16]([N+:23]([O-:25])=[O:24])=[C:17]([C:19]([F:22])([F:21])[F:20])[CH:18]=1.C(N(CC)CC)C, predict the reaction product. (5) Given the reactants [O:1]([C:8]1[N:13]=[CH:12][C:11]([C:14](=[O:16])[CH3:15])=[CH:10][N:9]=1)[C:2]1[CH:7]=[CH:6][CH:5]=[CH:4][CH:3]=1.[C:17](OCC)(=[O:23])[C:18]([O:20][CH2:21][CH3:22])=[O:19].C[O-].[Na+].CO, predict the reaction product. The product is: [O:23]=[C:17]([CH2:15][C:14](=[O:16])[C:11]1[CH:12]=[N:13][C:8]([O:1][C:2]2[CH:3]=[CH:4][CH:5]=[CH:6][CH:7]=2)=[N:9][CH:10]=1)[C:18]([O:20][CH2:21][CH3:22])=[O:19]. (6) Given the reactants [NH2:1][C:2]1[S:6][N:5]=[C:4]([CH3:7])[C:3]=1[C:8]([NH:10][C:11]1[CH:12]=[N:13][C:14]([O:17][CH3:18])=[CH:15][CH:16]=1)=[O:9].Cl[C:20]1[CH:29]=[N:28][C:27]2[C:22](=[CH:23][C:24]([F:30])=[CH:25][CH:26]=2)[N:21]=1.C(=O)([O-])[O-].[Cs+].[Cs+].CC1(C)C2C(=C(P(C3C=CC=CC=3)C3C=CC=CC=3)C=CC=2)OC2C(P(C3C=CC=CC=3)C3C=CC=CC=3)=CC=CC1=2, predict the reaction product. The product is: [F:30][C:24]1[CH:23]=[C:22]2[C:27]([N:28]=[CH:29][C:20]([NH:1][C:2]3[S:6][N:5]=[C:4]([CH3:7])[C:3]=3[C:8]([NH:10][C:11]3[CH:12]=[N:13][C:14]([O:17][CH3:18])=[CH:15][CH:16]=3)=[O:9])=[N:21]2)=[CH:26][CH:25]=1. (7) Given the reactants [F:1][C:2]1[C:11]([CH2:12][C:13]2[N:17]3[N:18]=[C:19]([C:22](=O)[CH3:23])[CH:20]=[CH:21][C:16]3=[N:15][N:14]=2)=[C:10]([F:25])[CH:9]=[C:8]2[C:3]=1[CH:4]=[CH:5][CH:6]=[N:7]2.[NH2:26][NH:27][C:28]([NH2:30])=[O:29].C(=O)(O)[O-].[Na+], predict the reaction product. The product is: [F:1][C:2]1[C:11]([CH2:12][C:13]2[N:17]3[N:18]=[C:19](/[C:22](=[N:26]/[NH:27][C:28]([NH2:30])=[O:29])/[CH3:23])[CH:20]=[CH:21][C:16]3=[N:15][N:14]=2)=[C:10]([F:25])[CH:9]=[C:8]2[C:3]=1[CH:4]=[CH:5][CH:6]=[N:7]2. (8) The product is: [C:36]([CH2:35][CH2:34][C:10]1[C:11]([CH2:15][CH2:16][CH2:17][CH2:18][CH2:19][CH2:20][O:21][C:22]2[CH:23]=[C:24]([C:45]3[CH:44]=[C:43]([F:42])[CH:48]=[C:47]([F:49])[CH:46]=3)[CH:25]=[C:26]([C:28](=[O:32])[N:29]([CH3:30])[CH3:31])[CH:27]=2)=[CH:12][CH:13]=[CH:14][C:9]=1[O:8][CH2:7][CH2:6][CH2:5][C:4]([OH:41])=[O:3])([OH:38])=[O:37]. Given the reactants C([O:3][C:4](=[O:41])[CH2:5][CH2:6][CH2:7][O:8][C:9]1[CH:14]=[CH:13][CH:12]=[C:11]([CH2:15][CH2:16][CH2:17][CH2:18][CH2:19][CH2:20][O:21][C:22]2[CH:27]=[C:26]([C:28](=[O:32])[N:29]([CH3:31])[CH3:30])[CH:25]=[C:24](Br)[CH:23]=2)[C:10]=1[CH2:34][CH2:35][C:36]([O:38]CC)=[O:37])C.[F:42][C:43]1[CH:44]=[C:45](B(O)O)[CH:46]=[C:47]([F:49])[CH:48]=1, predict the reaction product. (9) Given the reactants CS([CH2-])=O.[Na+].[H-].[Na+].C([O:10][C:11]([C:13]1[CH:14]=[N:15][N:16]([CH3:26])[C:17]=1[NH:18][C:19]1[CH:24]=[CH:23][CH:22]=[CH:21][C:20]=1[NH2:25])=O)C, predict the reaction product. The product is: [CH3:26][N:16]1[C:17]2[NH:18][C:19]3[CH:24]=[CH:23][CH:22]=[CH:21][C:20]=3[NH:25][C:11](=[O:10])[C:13]=2[CH:14]=[N:15]1. (10) Given the reactants [Cl:1][C:2]1[CH:3]=[C:4]([C@@H:9]2[O:15][CH2:14][CH2:13][N:12]([C:16]([O:18][C:19]([CH3:22])([CH3:21])[CH3:20])=[O:17])[CH2:11][C@H:10]2COS(C)(=O)=O)[CH:5]=[CH:6][C:7]=1[Cl:8].[CH2:29]([CH2:31][NH2:32])[OH:30].[CH2:33](O)C, predict the reaction product. The product is: [Cl:1][C:2]1[CH:3]=[C:4]([C@@H:9]2[O:15][CH2:14][CH2:13][N:12]([C:16]([O:18][C:19]([CH3:22])([CH3:20])[CH3:21])=[O:17])[CH2:11][C@H:10]2[CH2:33][NH:32][CH2:31][CH2:29][OH:30])[CH:5]=[CH:6][C:7]=1[Cl:8].